This data is from Reaction yield outcomes from USPTO patents with 853,638 reactions. The task is: Predict the reaction yield, written as a fraction of the theoretical maximum amount of product (1.0 means a 100% yield; for example, 0.34 means a 34% yield). The reactants are [CH3:1][C:2]1[CH:7]=[CH:6][C:5](Cl)=[CH:4][CH:3]=1.[C:9]([C:13]1[CH:18]=[CH:17][CH:16]=[CH:15][CH:14]=1)(=[O:12])[CH2:10][CH3:11].C(O[Na])(C)(C)C. The yield is 0.850. The product is [C:13]1([C:9](=[O:12])[CH:10]([C:4]2[CH:3]=[C:2]([CH3:1])[CH:7]=[CH:6][CH:5]=2)[CH3:11])[CH:18]=[CH:17][CH:16]=[CH:15][CH:14]=1. The catalyst is C1(C)C=CC=CC=1.C([O-])(=O)C.[Pd+2].C([O-])(=O)C.COC1C=CC=C(N(C)C2C=CC=CC=2)C=1P(C1CCCCC1)C1CCCCC1.